This data is from Reaction yield outcomes from USPTO patents with 853,638 reactions. The task is: Predict the reaction yield, written as a fraction of the theoretical maximum amount of product (1.0 means a 100% yield; for example, 0.34 means a 34% yield). (1) The reactants are [F:1][C:2]1[CH:3]=[C:4]2[C:8](=[CH:9][CH:10]=1)[NH:7][C:6](=[O:11])[C:5]2=[C:12]1[C:20]2[C:15](=[N:16][C:17]([CH:21]=[CH2:22])=[CH:18][CH:19]=2)[CH2:14][O:13]1.[CH3:23][O:24][CH2:25][CH2:26][NH:27][CH3:28]. The catalyst is C(N(CC)CC)C. The product is [F:1][C:2]1[CH:3]=[C:4]2[C:8](=[CH:9][CH:10]=1)[NH:7][C:6](=[O:11])[C:5]2=[C:12]1[C:20]2[C:15](=[N:16][C:17]([CH2:21][CH2:22][N:27]([CH2:26][CH2:25][O:24][CH3:23])[CH3:28])=[CH:18][CH:19]=2)[CH2:14][O:13]1. The yield is 0.530. (2) The reactants are C[O:2][C:3](=[O:29])[C:4]([OH:28])=[CH:5][C:6]([C:8]1[C:16]2[C:11](=[CH:12][CH:13]=[C:14]([O:17][CH2:18][O:19][CH3:20])[CH:15]=2)[N:10]([C:21]([O:23][C:24]([CH3:27])([CH3:26])[CH3:25])=[O:22])[CH:9]=1)=[O:7].[OH-].[Li+]. The catalyst is O1CCOCC1. The product is [C:24]([O:23][C:21]([N:10]1[C:11]2[C:16](=[CH:15][C:14]([O:17][CH2:18][O:19][CH3:20])=[CH:13][CH:12]=2)[C:8]([C:6](=[O:7])[CH:5]=[C:4]([OH:28])[C:3]([OH:29])=[O:2])=[CH:9]1)=[O:22])([CH3:27])([CH3:25])[CH3:26]. The yield is 0.840. (3) The reactants are Cl[C:2]1[CH:11]=[CH:10][N:9]=[C:8]2[C:3]=1[C:4]1[CH:16]=[CH:15][CH:14]=[CH:13][C:5]=1[C:6](=[O:12])[NH:7]2.[CH3:17][O:18][C:19]1[CH:25]=[CH:24][C:23]([O:26][CH3:27])=[CH:22][C:20]=1[NH2:21]. No catalyst specified. The product is [CH3:17][O:18][C:19]1[CH:25]=[CH:24][C:23]([O:26][CH3:27])=[CH:22][C:20]=1[NH:21][C:2]1[CH:11]=[CH:10][N:9]=[C:8]2[C:3]=1[C:4]1[CH:16]=[CH:15][CH:14]=[CH:13][C:5]=1[C:6](=[O:12])[NH:7]2. The yield is 0.760. (4) The reactants are [CH3:1][O:2][CH2:3][CH:4]1[CH2:8][N:7]([C:9](OC(C)(C)C)=[O:10])[CH:6]([C:16]2[NH:20][C:19]3[C:21]4[C:26]([CH:27]=[CH:28][C:18]=3[N:17]=2)=[CH:25][C:24]2[C:29]3[C:34]([CH2:35][O:36][C:23]=2[CH:22]=4)=[CH:33][C:32]([B:37]2[O:41][C:40]([CH3:43])([CH3:42])[C:39]([CH3:45])([CH3:44])[O:38]2)=[CH:31][CH:30]=3)[CH2:5]1.Cl.[CH3:47][O:48][C@H:49]([CH3:59])[C@H:50]([NH:54][C:55]([O:57][CH3:58])=[O:56])C(O)=O.CN(C(ON1N=NC2C=CC=NC1=2)=[N+](C)C)C.F[P-](F)(F)(F)(F)F.CCN(C(C)C)C(C)C. The catalyst is C(Cl)Cl.CO. The product is [CH3:1][O:2][CH2:3][CH:4]1[CH2:8][N:7]([C:9](=[O:10])[CH:50]([NH:54][C:55](=[O:56])[O:57][CH3:58])[CH:49]([O:48][CH3:47])[CH3:59])[CH:6]([C:16]2[NH:20][C:19]3[C:21]4[C:26]([CH:27]=[CH:28][C:18]=3[N:17]=2)=[CH:25][C:24]2[C:29]3[C:34]([CH2:35][O:36][C:23]=2[CH:22]=4)=[CH:33][C:32]([B:37]2[O:38][C:39]([CH3:45])([CH3:44])[C:40]([CH3:42])([CH3:43])[O:41]2)=[CH:31][CH:30]=3)[CH2:5]1. The yield is 0.920. (5) The reactants are [F:1][C:2]1[CH:3]=[C:4]([CH:6]=[CH:7][C:8]=1[N+:9]([O-:11])=[O:10])[NH2:5].[Br:12]Br.[OH-].[Na+]. The catalyst is CC(O)=O.C(Cl)(Cl)Cl. The product is [Br:12][C:6]1[CH:7]=[C:8]([N+:9]([O-:11])=[O:10])[C:2]([F:1])=[CH:3][C:4]=1[NH2:5]. The yield is 0.900. (6) The reactants are [CH3:1][C:2]1[CH:3]=[CH:4][C:5]([C:8]2[N:12]([C:13]3[CH:14]=[CH:15][C:16]([S:19]([NH2:22])(=[O:21])=[O:20])=[CH:17][CH:18]=3)[N:11]=[C:10]([C:23]([F:26])([F:25])[F:24])[CH:9]=2)=[CH:6][CH:7]=1.Br[CH2:28][C:29]([O:31][CH3:32])=[O:30].[C:33]([O-:36])([O-])=O.[K+].[K+].[C:39]([O-])(O)=O.[Na+].CN([CH:47]=[O:48])C. No catalyst specified. The product is [CH3:32][O:31][C:29](=[O:30])[CH2:28][N:22]([S:19]([C:16]1[CH:15]=[CH:14][C:13]([N:12]2[C:8]([C:5]3[CH:6]=[CH:7][C:2]([CH3:1])=[CH:3][CH:4]=3)=[CH:9][C:10]([C:23]([F:24])([F:26])[F:25])=[N:11]2)=[CH:18][CH:17]=1)(=[O:21])=[O:20])[CH2:39][C:33]([O:48][CH3:47])=[O:36]. The yield is 0.510.